Dataset: Full USPTO retrosynthesis dataset with 1.9M reactions from patents (1976-2016). Task: Predict the reactants needed to synthesize the given product. (1) Given the product [C:7]([CH2:6][C:5]1[CH:9]=[CH:10][C:2]([O:1][CH2:12][CH2:13][CH2:14][CH2:15][CH2:16][CH2:17][CH2:18][O:23][C:20]2[CH:10]=[CH:9][C:5]([CH2:6][C:7]#[N:8])=[CH:4][CH:3]=2)=[CH:3][CH:4]=1)#[N:8], predict the reactants needed to synthesize it. The reactants are: [OH:1][C:2]1[CH:10]=[CH:9][C:5]([CH2:6][C:7]#[N:8])=[CH:4][CH:3]=1.Br[CH2:12][CH2:13][CH2:14][CH2:15][CH2:16][CH2:17][CH2:18]Br.[C:20](=[O:23])([O-])[O-].[K+].[K+]. (2) Given the product [CH2:1]([O:3][P:4]([CH2:9][C:10]1[CH:15]=[CH:14][C:13]([NH:16][C:17](=[O:31])[CH2:18][CH2:19][C:20]2[CH:21]=[N:22][O:23][C:24]=2[C:25]2[CH:30]=[CH:29][CH:28]=[CH:27][CH:26]=2)=[CH:12][CH:11]=1)([OH:6])=[O:5])[CH3:2], predict the reactants needed to synthesize it. The reactants are: [CH2:1]([O:3][P:4]([CH2:9][C:10]1[CH:15]=[CH:14][C:13]([NH:16][C:17](=[O:31])[CH2:18][CH2:19][C:20]2[CH:21]=[N:22][O:23][C:24]=2[C:25]2[CH:30]=[CH:29][CH:28]=[CH:27][CH:26]=2)=[CH:12][CH:11]=1)([O:6]CC)=[O:5])[CH3:2].C[Si](Br)(C)C. (3) Given the product [Cl:1][C:2]1[CH:3]=[C:4]([CH:9]([CH:14]2[CH2:18][O:17][C:16]([CH3:20])([CH3:19])[O:15]2)[CH2:10][NH2:11])[CH:5]=[CH:6][C:7]=1[Cl:8], predict the reactants needed to synthesize it. The reactants are: [Cl:1][C:2]1[CH:3]=[C:4]([CH:9]([CH:14]2[CH2:18][O:17][C:16]([CH3:20])([CH3:19])[O:15]2)[CH2:10][N+:11]([O-])=O)[CH:5]=[CH:6][C:7]=1[Cl:8]. (4) Given the product [C:1]([C:5]1[CH:9]=[C:8]([NH:10][C:11]([NH:13][C:14]2[CH:15]=[CH:16][C:17]([O:20][C:21]3[CH:26]=[CH:25][N:24]=[CH:23][CH:22]=3)=[CH:18][CH:19]=2)=[O:12])[N:7]([C:27]2[CH:39]=[CH:38][C:30]([CH2:31][NH:32][CH2:33][CH2:34][O:35][CH3:36])=[CH:29][CH:28]=2)[N:6]=1)([CH3:4])([CH3:2])[CH3:3], predict the reactants needed to synthesize it. The reactants are: [C:1]([C:5]1[CH:9]=[C:8]([NH:10][C:11]([NH:13][C:14]2[CH:19]=[CH:18][C:17]([O:20][C:21]3[CH:26]=[CH:25][N:24]=[CH:23][CH:22]=3)=[CH:16][CH:15]=2)=[O:12])[N:7]([C:27]2[CH:39]=[CH:38][C:30]([CH2:31][NH:32][C:33](=O)[CH2:34][O:35][CH3:36])=[CH:29][CH:28]=2)[N:6]=1)([CH3:4])([CH3:3])[CH3:2].B.CSC. (5) The reactants are: [N:1]1([C:7]2[C:8]3[S:28][C:27]([CH2:29][N:30]4[CH2:35][CH2:34][N:33]([C:36]([CH3:41])([CH3:40])[C:37]([NH2:39])=[O:38])[CH2:32][CH2:31]4)=[CH:26][C:9]=3[N:10]=[C:11]([Sn](CCCC)(CCCC)CCCC)[N:12]=2)[CH2:6][CH2:5][O:4][CH2:3][CH2:2]1.Br[C:43]1[C:44]2[N:45]([CH:49]=[N:50][CH:51]=2)[CH:46]=[CH:47][CH:48]=1. Given the product [CH:51]1[N:50]=[CH:49][N:45]2[CH:46]=[CH:47][CH:48]=[C:43]([C:11]3[N:12]=[C:7]([N:1]4[CH2:6][CH2:5][O:4][CH2:3][CH2:2]4)[C:8]4[S:28][C:27]([CH2:29][N:30]5[CH2:35][CH2:34][N:33]([C:36]([CH3:40])([CH3:41])[C:37]([NH2:39])=[O:38])[CH2:32][CH2:31]5)=[CH:26][C:9]=4[N:10]=3)[C:44]=12, predict the reactants needed to synthesize it. (6) Given the product [CH3:1][S:2][CH2:4][CH:5]([NH:16][C:17](=[O:23])[O:18][C:19]([CH3:21])([CH3:20])[CH3:22])[C:6]1[CH:11]=[CH:10][CH:9]=[CH:8][C:7]=1[C:12]([F:15])([F:14])[F:13], predict the reactants needed to synthesize it. The reactants are: [CH3:1][S:2]([CH2:4][CH:5]([NH:16][C:17](=[O:23])[O:18][C:19]([CH3:22])([CH3:21])[CH3:20])[C:6]1[CH:11]=[CH:10][CH:9]=[CH:8][C:7]=1[C:12]([F:15])([F:14])[F:13])=O.C1(P(C2C=CC=CC=2)C2C=CC=CC=2)C=CC=CC=1. (7) Given the product [NH2:36][C:37]1([C:41]2[CH:42]=[CH:43][C:44]([C:47]3[C:56](=[O:57])[C:55]4[C:50](=[C:51]([O:60][CH3:61])[C:52]([O:58][CH3:59])=[CH:53][CH:54]=4)[O:49][C:48]=3[C:62]3[CH:63]=[CH:64][CH:65]=[CH:66][CH:67]=3)=[CH:45][CH:46]=2)[CH2:38][CH2:39][CH2:40]1, predict the reactants needed to synthesize it. The reactants are: NC1(C2C=CC(C3C(=O)C4C(=CC=C(F)C=4)OC=3C3C=CC=CC=3)=CC=2)CCC1.C(OC(=O)[NH:36][C:37]1([C:41]2[CH:46]=[CH:45][C:44]([C:47]3[C:56](=[O:57])[C:55]4[C:50](=[C:51]([O:60][CH3:61])[C:52]([O:58][CH3:59])=[CH:53][CH:54]=4)[O:49][C:48]=3[C:62]3[CH:67]=[CH:66][CH:65]=[CH:64][CH:63]=3)=[CH:43][CH:42]=2)[CH2:40][CH2:39][CH2:38]1)(C)(C)C.